Dataset: Full USPTO retrosynthesis dataset with 1.9M reactions from patents (1976-2016). Task: Predict the reactants needed to synthesize the given product. (1) Given the product [Cl:1][C:2]1[N:3]([CH2:22][O:23][CH2:24][CH2:25][Si:26]([CH3:29])([CH3:28])[CH3:27])[CH:4]=[CH:5][C:6](=[O:11])[C:7]=1[N+:8]([O-:10])=[O:9], predict the reactants needed to synthesize it. The reactants are: [Cl:1][C:2]1[C:7]([N+:8]([O-:10])=[O:9])=[C:6]([OH:11])[CH:5]=[CH:4][N:3]=1.CCN(C(C)C)C(C)C.Cl[CH2:22][O:23][CH2:24][CH2:25][Si:26]([CH3:29])([CH3:28])[CH3:27]. (2) The reactants are: OB(O)[C:3]1[CH:11]=[CH:10][C:6]([C:7]([OH:9])=[O:8])=[CH:5][CH:4]=1.[C:13]([N:16]1[C:25]2[C:20](=[CH:21][C:22](Br)=[CH:23][CH:24]=2)[C@H:19]([NH:27][C:28]2[CH:33]=[CH:32][CH:31]=[CH:30][CH:29]=2)[CH2:18][C@@H:17]1[CH2:34][CH3:35])(=[O:15])[CH3:14].C(=O)([O-])[O-].[K+].[K+]. Given the product [C:13]([N:16]1[C:25]2[C:20](=[CH:21][C:22]([C:3]3[CH:11]=[CH:10][C:6]([C:7]([OH:9])=[O:8])=[CH:5][CH:4]=3)=[CH:23][CH:24]=2)[C@H:19]([NH:27][C:28]2[CH:33]=[CH:32][CH:31]=[CH:30][CH:29]=2)[CH2:18][C@@H:17]1[CH2:34][CH3:35])(=[O:15])[CH3:14], predict the reactants needed to synthesize it.